This data is from Full USPTO retrosynthesis dataset with 1.9M reactions from patents (1976-2016). The task is: Predict the reactants needed to synthesize the given product. (1) The reactants are: [Cl:1][C:2]1[C:3]([O:12][CH2:13][CH:14]2[CH2:19][CH2:18][CH2:17][C:16]([F:21])([F:20])[CH2:15]2)=[CH:4][C:5]([F:11])=[C:6]([CH:10]=1)[C:7](O)=[O:8].[CH3:22][S:23]([NH2:26])(=[O:25])=[O:24].CN(C(ON1N=NC2C=CC=CC1=2)=[N+](C)C)C.F[P-](F)(F)(F)(F)F.CCN(C(C)C)C(C)C. Given the product [Cl:1][C:2]1[C:3]([O:12][CH2:13][CH:14]2[CH2:19][CH2:18][CH2:17][C:16]([F:21])([F:20])[CH2:15]2)=[CH:4][C:5]([F:11])=[C:6]([CH:10]=1)[C:7]([NH:26][S:23]([CH3:22])(=[O:25])=[O:24])=[O:8], predict the reactants needed to synthesize it. (2) Given the product [F:8][C:6]1([F:9])[CH2:7][CH:5]1[CH2:4][S:10][CH2:11][CH2:12][C:13]([OH:15])=[O:14], predict the reactants needed to synthesize it. The reactants are: [OH-].[K+].Br[CH2:4][CH:5]1[CH2:7][C:6]1([F:9])[F:8].[SH:10][CH2:11][CH2:12][C:13]([OH:15])=[O:14]. (3) Given the product [NH2:7][C:8]1[C:9]([N+:11]([O-:13])=[O:12])=[CH:10][C:2]([CH3:1])=[CH:3][C:4]=1[C:5]([OH:15])=[O:16], predict the reactants needed to synthesize it. The reactants are: [CH3:1][C:2]1[CH:3]=[C:4]2[C:8](=[C:9]([N+:11]([O-:13])=[O:12])[CH:10]=1)[NH:7]C(=O)[C:5]2=[O:15].[OH:16]O.Cl. (4) Given the product [CH2:1]([O:8][C:9]1[CH:10]=[CH:11][C:12]([CH3:15])=[N+:13]([O-:21])[CH:14]=1)[C:2]1[CH:3]=[CH:4][CH:5]=[CH:6][CH:7]=1, predict the reactants needed to synthesize it. The reactants are: [CH2:1]([O:8][C:9]1[CH:10]=[CH:11][C:12]([CH3:15])=[N:13][CH:14]=1)[C:2]1[CH:7]=[CH:6][CH:5]=[CH:4][CH:3]=1.ClC1C=C(C=CC=1)C(OO)=[O:21].S([O-])([O-])(=O)=S.[Na+].[Na+]. (5) Given the product [F:1][C:2]1[CH:3]=[C:4]([CH:17]=[CH:18][CH:19]=1)[O:5][CH:6]([C:8]1[CH:9]=[CH:10][C:11]([C:12]([NH:42][CH2:43][C:44]2[C:45]([OH:52])=[N:46][C:47]([CH3:51])=[CH:48][C:49]=2[CH3:50])=[O:14])=[CH:15][CH:16]=1)[CH3:7], predict the reactants needed to synthesize it. The reactants are: [F:1][C:2]1[CH:3]=[C:4]([CH:17]=[CH:18][CH:19]=1)[O:5][CH:6]([C:8]1[CH:16]=[CH:15][C:11]([C:12]([OH:14])=O)=[CH:10][CH:9]=1)[CH3:7].Cl.C(N=C=NCCCN(C)C)C.ON1C2C=CC=CC=2N=N1.[NH2:42][CH2:43][C:44]1[C:45]([OH:52])=[N:46][C:47]([CH3:51])=[CH:48][C:49]=1[CH3:50].